This data is from Catalyst prediction with 721,799 reactions and 888 catalyst types from USPTO. The task is: Predict which catalyst facilitates the given reaction. (1) Reactant: Br[CH2:2][C:3]1[N:8]=[C:7]([N:9]2[C:17](=[O:18])[C:16]3[C:11](=[CH:12][CH:13]=[CH:14][CH:15]=3)[C:10]2=[O:19])[CH:6]=[CH:5][CH:4]=1.C1N2CN3CN(C2)C[N:21]1C3. Product: [NH2:21][CH2:2][C:3]1[N:8]=[C:7]([N:9]2[C:17](=[O:18])[C:16]3[C:11](=[CH:12][CH:13]=[CH:14][CH:15]=3)[C:10]2=[O:19])[CH:6]=[CH:5][CH:4]=1. The catalyst class is: 4. (2) Reactant: [F:1][C:2]([F:9])([F:8])[C:3]1[CH:7]=[CH:6][NH:5][N:4]=1.N#N.[CH2:12](Cl)[C:13]1[CH:18]=[CH:17][CH:16]=[CH:15][CH:14]=1.[C:20](OCC)(=[O:22])C.CCCCCC. Product: [CH3:20][O:22][C:16]1[CH:17]=[CH:18][C:13]([CH2:12][N:5]2[CH:6]=[CH:7][C:3]([C:2]([F:9])([F:8])[F:1])=[N:4]2)=[CH:14][CH:15]=1. The catalyst class is: 3. (3) Reactant: [CH3:1][O:2][C:3]1[CH:8]=[CH:7][CH:6]=[CH:5][C:4]=1[CH2:9][C:10]([OH:12])=O.CN(C(ON1N=NC2C=CC=NC1=2)=[N+](C)C)C.F[P-](F)(F)(F)(F)F.CCN(C(C)C)C(C)C.[NH2:46][C:47]1[CH:48]=[C:49]([C:53]#[C:54][C:55]2[CH:56]=[N:57][C:58]([NH2:61])=[N:59][CH:60]=2)[CH:50]=[CH:51][CH:52]=1. Product: [NH2:61][C:58]1[N:57]=[CH:56][C:55]([C:54]#[C:53][C:49]2[CH:48]=[C:47]([NH:46][C:10](=[O:12])[CH2:9][C:4]3[CH:5]=[CH:6][CH:7]=[CH:8][C:3]=3[O:2][CH3:1])[CH:52]=[CH:51][CH:50]=2)=[CH:60][N:59]=1. The catalyst class is: 3. (4) Reactant: [Cl:1][C:2]1[CH:3]=[C:4]([CH:12]([CH2:16][CH:17]2[CH2:21][CH2:20][O:19][CH2:18]2)[C:13]([OH:15])=O)[CH:5]=[CH:6][C:7]=1[S:8]([CH3:11])(=[O:10])=[O:9].C(Cl)(=O)C(Cl)=O.[C:28]([Si:32]([CH3:43])([CH3:42])[O:33][CH2:34][CH2:35][N:36]1[CH:40]=[CH:39][C:38]([NH2:41])=[N:37]1)([CH3:31])([CH3:30])[CH3:29].N1C(C)=CC=CC=1C. The catalyst class is: 2. Product: [C:28]([Si:32]([CH3:43])([CH3:42])[O:33][CH2:34][CH2:35][N:36]1[CH:40]=[CH:39][C:38]([NH:41][C:13](=[O:15])[CH:12]([C:4]2[CH:5]=[CH:6][C:7]([S:8]([CH3:11])(=[O:9])=[O:10])=[C:2]([Cl:1])[CH:3]=2)[CH2:16][CH:17]2[CH2:21][CH2:20][O:19][CH2:18]2)=[N:37]1)([CH3:31])([CH3:30])[CH3:29]. (5) Reactant: [CH3:1][N:2]1[C:6]([C:7]2[CH:8]=[C:9]3[CH:18]=[CH:17][CH:16]=[C:15]4[C:10]3=[C:11]([CH:31]=2)[C:12](=[O:30])[N:13]([CH2:20][CH2:21][CH2:22][C:23]([O:25]C(C)(C)C)=[O:24])[C:14]4=[O:19])=[N:5][N:4]=[N:3]1.C([SiH](CC)CC)C.FC(F)(F)C(O)=O. Product: [CH3:1][N:2]1[C:6]([C:7]2[CH:8]=[C:9]3[CH:18]=[CH:17][CH:16]=[C:15]4[C:10]3=[C:11]([CH:31]=2)[C:12](=[O:30])[N:13]([CH2:20][CH2:21][CH2:22][C:23]([OH:25])=[O:24])[C:14]4=[O:19])=[N:5][N:4]=[N:3]1. The catalyst class is: 2. (6) Reactant: C[O:2][C:3]1[CH:4]=[C:5]([C:9]([C:11]2[C:19]3[C:14](=[C:15]([C:20]([F:23])([F:22])[F:21])[CH:16]=[CH:17][CH:18]=3)[N:13]([CH2:24][CH2:25][CH3:26])[N:12]=2)=[O:10])[CH:6]=[CH:7][CH:8]=1.B(Br)(Br)Br. Product: [OH:2][C:3]1[CH:4]=[C:5]([C:9]([C:11]2[C:19]3[C:14](=[C:15]([C:20]([F:23])([F:22])[F:21])[CH:16]=[CH:17][CH:18]=3)[N:13]([CH2:24][CH2:25][CH3:26])[N:12]=2)=[O:10])[CH:6]=[CH:7][CH:8]=1. The catalyst class is: 2.